Dataset: Reaction yield outcomes from USPTO patents with 853,638 reactions. Task: Predict the reaction yield, written as a fraction of the theoretical maximum amount of product (1.0 means a 100% yield; for example, 0.34 means a 34% yield). (1) The reactants are CO[CH2:3][N:4]([CH2:10][C:11]1[CH:16]=[CH:15][CH:14]=[CH:13][CH:12]=1)[CH2:5][Si](C)(C)C.[N+:17](/[CH:20]=[CH:21]/[C:22]1[CH:27]=[CH:26][CH:25]=[CH:24][CH:23]=1)([O-:19])=[O:18].FC(F)(F)C(O)=O. The catalyst is C(Cl)Cl. The product is [CH2:10]([N:4]1[CH2:5][CH:21]([C:22]2[CH:27]=[CH:26][CH:25]=[CH:24][CH:23]=2)[CH:20]([N+:17]([O-:19])=[O:18])[CH2:3]1)[C:11]1[CH:16]=[CH:15][CH:14]=[CH:13][CH:12]=1. The yield is 0.680. (2) The reactants are [CH3:1][C:2]1[CH:3]=[C:4]([CH:8]=[CH:9][C:10]=1[C:11]([N:13]1[CH2:17][CH2:16][CH2:15][CH2:14]1)=[O:12])[C:5]([OH:7])=O.CN(C(ON1N=NC2C=CC=CC1=2)=[N+](C)C)C.[B-](F)(F)(F)F.C(N(C(C)C)CC)(C)C.[C:49]([NH:52][CH2:53][S:54][CH2:55][C@H:56]([NH2:67])[C:57]1[NH:61][C:60]2[CH:62]=[CH:63][C:64]([Cl:66])=[CH:65][C:59]=2[N:58]=1)(=[O:51])[CH3:50].ClCl. The catalyst is O1CCCC1.ClCCl.C(O)C. The product is [C:49]([NH:52][CH2:53][S:54][CH2:55][C@H:56]([NH:67][C:5](=[O:7])[C:4]1[CH:8]=[CH:9][C:10]([C:11]([N:13]2[CH2:17][CH2:16][CH2:15][CH2:14]2)=[O:12])=[C:2]([CH3:1])[CH:3]=1)[C:57]1[NH:61][C:60]2[CH:62]=[CH:63][C:64]([Cl:66])=[CH:65][C:59]=2[N:58]=1)(=[O:51])[CH3:50]. The yield is 0.890. (3) The reactants are [CH2:1]1[C:10]2[C:5](=[CH:6][CH:7]=[CH:8][CH:9]=2)[CH2:4][CH2:3][NH:2]1.CN(C)C=O.F[C:17]1[CH:22]=[CH:21][C:20]([C:23]([F:26])([F:25])[F:24])=[CH:19][C:18]=1[N+:27]([O-:29])=[O:28]. The catalyst is O. The product is [N+:27]([C:18]1[CH:19]=[C:20]([C:23]([F:24])([F:25])[F:26])[CH:21]=[CH:22][C:17]=1[N:2]1[CH2:3][CH2:4][C:5]2[C:10](=[CH:9][CH:8]=[CH:7][CH:6]=2)[CH2:1]1)([O-:29])=[O:28]. The yield is 0.999. (4) The reactants are [Cl:1][C:2]1[N:3]=[C:4](Cl)[C:5]2[CH2:10][CH2:9][CH:8]([C:11]3[CH:16]=[CH:15][C:14]([Cl:17])=[CH:13][CH:12]=3)[C:6]=2[N:7]=1.C[CH2:20][N:21](C(C)C)C(C)C. The catalyst is CO. The product is [Cl:1][C:2]1[N:3]=[C:4]([NH:21][CH3:20])[C:5]2[CH2:10][CH2:9][CH:8]([C:11]3[CH:16]=[CH:15][C:14]([Cl:17])=[CH:13][CH:12]=3)[C:6]=2[N:7]=1. The yield is 0.343. (5) The reactants are Cl.Cl[C:3]1[CH:8]=[CH:7][C:6]([CH:9]([C:12]2[CH:17]=[CH:16][CH:15]=[CH:14][CH:13]=2)[CH2:10][NH2:11])=[CH:5][CH:4]=1.CC1(C)C(C)(C)OB([C:26]2[CH:27]=[N:28][NH:29][CH:30]=2)O1.C(=O)([O-])[O-].[K+].[K+]. The catalyst is C1(C)C=CC=CC=1.C(O)C.O.CC(C)([P](C(C)(C)C)([Pd][P](C(C)(C)C)(C(C)(C)C)C(C)(C)C)C(C)(C)C)C. The product is [C:12]1([CH:9]([C:6]2[CH:7]=[CH:8][C:3]([C:26]3[CH:27]=[N:28][NH:29][CH:30]=3)=[CH:4][CH:5]=2)[CH2:10][NH2:11])[CH:17]=[CH:16][CH:15]=[CH:14][CH:13]=1. The yield is 0.0900.